This data is from Reaction yield outcomes from USPTO patents with 853,638 reactions. The task is: Predict the reaction yield, written as a fraction of the theoretical maximum amount of product (1.0 means a 100% yield; for example, 0.34 means a 34% yield). (1) The reactants are O.[NH4+:2].[O-:3][V:4](=[O:6])=[O:5].[C:7]([OH:12])(=[O:11])[C:8]([OH:10])=[O:9]. No catalyst specified. The product is [OH2:3].[C:7]([OH:12])(=[O:11])[C:8]([OH:10])=[O:9].[NH4+:2].[O-:6][V:4](=[O:5])=[O:3]. The yield is 0.100. (2) The reactants are [BH4-].[Na+].[C:3]([C:7]1[CH:12]=[CH:11][C:10]([N+:13]([O-])=O)=[CH:9][C:8]=1[F:16])([CH3:6])([CH3:5])[CH3:4].O. The catalyst is CO. The product is [C:3]([C:7]1[CH:12]=[CH:11][C:10]([NH2:13])=[CH:9][C:8]=1[F:16])([CH3:6])([CH3:4])[CH3:5]. The yield is 0.740. (3) The reactants are [Cl:1][C:2]1[CH:3]=[C:4]([C:8]2[N:12]=[C:11]([C@H:13]([OH:15])[CH3:14])[O:10][N:9]=2)[CH:5]=[CH:6][CH:7]=1.[CH3:16][N:17]1[C:21](S(C)(=O)=O)=[N:20][N:19]=[C:18]1[C:26]1[CH:31]=[CH:30][N:29]=[CH:28][CH:27]=1.C(=O)([O-])[O-].[Cs+].[Cs+]. The catalyst is O. The product is [Cl:1][C:2]1[CH:3]=[C:4]([C:8]2[N:12]=[C:11]([CH:13]([O:15][C:21]3[N:17]([CH3:16])[C:18]([C:26]4[CH:31]=[CH:30][N:29]=[CH:28][CH:27]=4)=[N:19][N:20]=3)[CH3:14])[O:10][N:9]=2)[CH:5]=[CH:6][CH:7]=1. The yield is 0.830. (4) The yield is 0.110. The catalyst is CO. The product is [Cl:1][C:2]1[CH:10]=[C:9]2[C:5]([C:6]([C:11]([OH:13])=[O:12])=[CH:7][NH:8]2)=[CH:4][C:3]=1[C:15]1[CH:16]=[CH:17][C:18]([O:21][CH2:22][C@@H:23]2[CH2:27][CH2:26][CH2:25][NH:24]2)=[CH:19][CH:20]=1. The reactants are [Cl:1][C:2]1[CH:10]=[C:9]2[C:5]([C:6]([C:11]([O:13]C)=[O:12])=[CH:7][NH:8]2)=[CH:4][C:3]=1[C:15]1[CH:20]=[CH:19][C:18]([O:21][CH2:22][C@@H:23]2[CH2:27][CH2:26][CH2:25][NH:24]2)=[CH:17][CH:16]=1.[OH-].[Na+]. (5) The reactants are [Cl:1][C:2]1[CH:3]=[C:4]([NH:10][C:11]2[N:16]=[CH:15][C:14]([O:17][C:18]([CH3:22])([CH3:21])[CH:19]=O)=[CH:13][CH:12]=2)[C:5](=[O:9])[N:6]([CH3:8])[N:7]=1.Cl.[F:24][C:25]1([F:29])[CH2:28][NH:27][CH2:26]1.C(O[BH-](OC(=O)C)OC(=O)C)(=O)C.[Na+].C([O-])(O)=O.[Na+]. The catalyst is ClCCCl. The product is [Cl:1][C:2]1[CH:3]=[C:4]([NH:10][C:11]2[CH:12]=[CH:13][C:14]([O:17][C:18]([CH3:21])([CH3:22])[CH2:19][N:27]3[CH2:28][C:25]([F:29])([F:24])[CH2:26]3)=[CH:15][N:16]=2)[C:5](=[O:9])[N:6]([CH3:8])[N:7]=1. The yield is 0.690. (6) The reactants are [CH:1]1([C:4]([NH:6][C:7]2[N:8]=[CH:9][C:10]3[C:15]([CH:16]=2)=[CH:14][CH:13]=[C:12]([C:17]2[CH:18]=[C:19]([NH:24][C:25](=O)[O:26]C4C=CC([N+]([O-])=O)=CC=4)[CH:20]=[CH:21][C:22]=2[CH3:23])[CH:11]=3)=[O:5])[CH2:3][CH2:2]1.O1CCCC1.[NH:42]1[CH2:47][CH2:46][O:45][CH2:44][CH2:43]1.C(N(CC)CC)C. The catalyst is C(OCC)(=O)C. The product is [CH:1]1([C:4]([NH:6][C:7]2[N:8]=[CH:9][C:10]3[C:15]([CH:16]=2)=[CH:14][CH:13]=[C:12]([C:17]2[CH:18]=[C:19]([NH:24][C:25]([N:42]4[CH2:47][CH2:46][O:45][CH2:44][CH2:43]4)=[O:26])[CH:20]=[CH:21][C:22]=2[CH3:23])[CH:11]=3)=[O:5])[CH2:2][CH2:3]1. The yield is 0.670. (7) The reactants are C(OC([N:8]1[CH2:13][CH2:12][CH:11]([C:14]2[C:22]3[C:17](=[CH:18][CH:19]=[C:20]([Cl:23])[CH:21]=3)[NH:16][CH:15]=2)[CH2:10][CH2:9]1)=O)(C)(C)C.C(O)(C(F)(F)F)=O.C(Cl)Cl. No catalyst specified. The product is [Cl:23][C:20]1[CH:21]=[C:22]2[C:17](=[CH:18][CH:19]=1)[NH:16][CH:15]=[C:14]2[CH:11]1[CH2:12][CH2:13][NH:8][CH2:9][CH2:10]1. The yield is 0.970.